From a dataset of Full USPTO retrosynthesis dataset with 1.9M reactions from patents (1976-2016). Predict the reactants needed to synthesize the given product. (1) Given the product [F:23][C:24]1[CH:32]=[C:31]2[C:27]([CH:28]=[C:29]([C:33]([O:35][CH2:36][CH3:37])=[O:34])[N:30]2[C:16]([O:18][C:19]([CH3:20])([CH3:21])[CH3:22])=[O:17])=[CH:26][CH:25]=1, predict the reactants needed to synthesize it. The reactants are: C(N(CC)CC)C.[C:16](O[C:16]([O:18][C:19]([CH3:22])([CH3:21])[CH3:20])=[O:17])([O:18][C:19]([CH3:22])([CH3:21])[CH3:20])=[O:17].[F:23][C:24]1[CH:32]=[C:31]2[C:27]([CH:28]=[C:29]([C:33]([O:35][CH2:36][CH3:37])=[O:34])[NH:30]2)=[CH:26][CH:25]=1.[Na+].[Cl-]. (2) Given the product [Cl:1][C:2]1[C:6]([CH3:7])=[C:5]([NH:8][C:9](=[O:23])[C:10]2[CH:15]=[C:14]([N:16]3[CH2:17][CH2:18][O:19][CH2:20][CH2:21]3)[CH:13]=[C:12]([F:22])[CH:11]=2)[S:4][C:3]=1[C:24]([NH:32][C:31]1[CH:33]=[CH:34][C:28]([F:27])=[CH:29][CH:30]=1)=[O:26], predict the reactants needed to synthesize it. The reactants are: [Cl:1][C:2]1[C:6]([CH3:7])=[C:5]([NH:8][C:9](=[O:23])[C:10]2[CH:15]=[C:14]([N:16]3[CH2:21][CH2:20][O:19][CH2:18][CH2:17]3)[CH:13]=[C:12]([F:22])[CH:11]=2)[S:4][C:3]=1[C:24]([OH:26])=O.[F:27][C:28]1[CH:34]=[CH:33][C:31]([NH2:32])=[CH:30][CH:29]=1. (3) Given the product [Cl:12][C:3]1[C:2](=[O:1])[C:11]2[C:6](=[CH:7][CH:8]=[CH:9][CH:10]=2)[NH:5][CH:4]=1, predict the reactants needed to synthesize it. The reactants are: [OH:1][C:2]1[C:11]2[C:6](=[CH:7][CH:8]=[CH:9][CH:10]=2)[N:5]=[CH:4][CH:3]=1.[Cl:12]N1C(=O)CCC1=O.